From a dataset of Catalyst prediction with 721,799 reactions and 888 catalyst types from USPTO. Predict which catalyst facilitates the given reaction. (1) Reactant: [Cl:1][C:2]1[CH:3]=[C:4]([NH:9][C:10]([N:12]2[CH2:17][CH2:16][N:15]([CH2:18][CH2:19][C:20]([OH:22])=O)[C:14](=[O:23])[C@@H:13]2[CH3:24])=[O:11])[CH:5]=[CH:6][C:7]=1[Cl:8].[CH2:25]1[C:27]2([CH2:32][CH2:31][NH:30][CH2:29][C@H:28]2[OH:33])[CH2:26]1.Cl.C1C2(CCNC[C@H]2O)C1.C(N(CC)CC)C.CN(C(ON1N=NC2C=CC=NC1=2)=[N+](C)C)C.F[P-](F)(F)(F)(F)F.OS([O-])(=O)=O.[K+]. Product: [Cl:1][C:2]1[CH:3]=[C:4]([NH:9][C:10]([N:12]2[CH2:17][CH2:16][N:15]([CH2:18][CH2:19][C:20]([N:30]3[CH2:31][CH2:32][C:27]4([CH2:25][CH2:26]4)[C@H:28]([OH:33])[CH2:29]3)=[O:22])[C:14](=[O:23])[C@@H:13]2[CH3:24])=[O:11])[CH:5]=[CH:6][C:7]=1[Cl:8]. The catalyst class is: 3. (2) Reactant: [C:1]([NH:8][C@H:9]([C:17]([OH:19])=O)[CH2:10][C:11]1[CH:16]=[CH:15][N:14]=[CH:13][CH:12]=1)([O:3][C:4]([CH3:7])([CH3:6])[CH3:5])=[O:2].CN([C:23]([O:27][N:28]1N=NC2C=CC(=C[C:29]1=2)Cl)=[N+](C)C)C.F[P-](F)(F)(F)(F)F.CCN(C(C)C)C(C)C. Product: [CH3:23][O:27][N:28]([CH3:29])[C:17](=[O:19])[C@@H:9]([NH:8][C:1](=[O:2])[O:3][C:4]([CH3:5])([CH3:6])[CH3:7])[CH2:10][C:11]1[CH:12]=[CH:13][N:14]=[CH:15][CH:16]=1. The catalyst class is: 2. (3) Reactant: [C:1]([O:5][C:6]([NH:8][CH:9]([C:14]1[CH:19]=[CH:18][CH:17]=[CH:16][CH:15]=1)[CH2:10][C:11](O)=[O:12])=[O:7])([CH3:4])([CH3:3])[CH3:2].ClC(OC)=O.[BH4-].[Na+].Cl. Product: [C:1]([O:5][C:6](=[O:7])[NH:8][CH:9]([C:14]1[CH:19]=[CH:18][CH:17]=[CH:16][CH:15]=1)[CH2:10][CH2:11][OH:12])([CH3:4])([CH3:2])[CH3:3]. The catalyst class is: 571. (4) Reactant: [F:1][C:2]1[CH:3]=[CH:4][C:5]([C:8]2[C:12](/[CH:13]=[CH:14]/[C:15]3[S:16][C:17]([C:21]([OH:23])=O)=[C:18]([CH3:20])[N:19]=3)=[C:11]([CH3:24])[O:10][N:9]=2)=[N:6][CH:7]=1.[CH:25]1([NH2:28])[CH2:27][CH2:26]1. Product: [CH:25]1([NH:28][C:21]([C:17]2[S:16][C:15](/[CH:14]=[CH:13]/[C:12]3[C:8]([C:5]4[CH:4]=[CH:3][C:2]([F:1])=[CH:7][N:6]=4)=[N:9][O:10][C:11]=3[CH3:24])=[N:19][C:18]=2[CH3:20])=[O:23])[CH2:27][CH2:26]1. The catalyst class is: 24. (5) Reactant: [CH2:1]([O:8][C:9]([N:11]1[CH2:16][CH2:15][CH:14]([C@H:17]2[CH2:19][C@H:18]2[CH2:20][CH2:21][O:22][C:23]2[C:28]([F:29])=[CH:27][C:26]([CH2:30][C:31](O)=[O:32])=[C:25]([F:34])[CH:24]=2)[CH2:13][CH2:12]1)=[O:10])[C:2]1[CH:7]=[CH:6][CH:5]=[CH:4][CH:3]=1.[CH3:35][NH:36][CH3:37].C1COCC1.C(N(CC)C(C)C)(C)C.F[P-](F)(F)(F)(F)F.N1(OC(N(C)C)=[N+](C)C)C2N=CC=CC=2N=N1. Product: [CH3:35][N:36]([CH3:37])[C:31](=[O:32])[CH2:30][C:26]1[C:25]([F:34])=[CH:24][C:23]([O:22][CH2:21][CH2:20][C@@H:18]2[CH2:19][C@@H:17]2[CH:14]2[CH2:15][CH2:16][N:11]([C:9]([O:8][CH2:1][C:2]3[CH:7]=[CH:6][CH:5]=[CH:4][CH:3]=3)=[O:10])[CH2:12][CH2:13]2)=[C:28]([F:29])[CH:27]=1. The catalyst class is: 3. (6) Reactant: C(N[CH:5]([CH3:7])[CH3:6])(C)C.[Li]CCCC.[C:13]1([CH2:19][C:20]#[N:21])[CH:18]=[CH:17][CH:16]=[CH:15][CH:14]=1.BrCC=C. Product: [C:13]1([CH:19]([CH2:7][CH:5]=[CH2:6])[C:20]#[N:21])[CH:18]=[CH:17][CH:16]=[CH:15][CH:14]=1. The catalyst class is: 1.